Dataset: Full USPTO retrosynthesis dataset with 1.9M reactions from patents (1976-2016). Task: Predict the reactants needed to synthesize the given product. (1) Given the product [NH2:1][C:2](=[O:36])[C@@H:3]([NH:20][C:21]([C@@H:23]1[CH2:28][CH2:27][CH2:26][CH2:25][N:24]1[C:29]([O:31][C:32]([CH3:33])([CH3:34])[CH3:35])=[O:30])=[O:22])[CH2:4][C:5]1[CH:10]=[CH:9][C:8]([C:38]2[CH:50]=[CH:49][C:41]3[N:42]([CH2:46][CH2:47][OH:48])[C:43](=[O:45])[S:44][C:40]=3[CH:39]=2)=[CH:7][CH:6]=1, predict the reactants needed to synthesize it. The reactants are: [NH2:1][C:2](=[O:36])[C@@H:3]([NH:20][C:21]([C@@H:23]1[CH2:28][CH2:27][CH2:26][CH2:25][N:24]1[C:29]([O:31][C:32]([CH3:35])([CH3:34])[CH3:33])=[O:30])=[O:22])[CH2:4][C:5]1[CH:10]=[CH:9][C:8](B2OC(C)(C)C(C)(C)O2)=[CH:7][CH:6]=1.Br[C:38]1[CH:50]=[CH:49][C:41]2[N:42]([CH2:46][CH2:47][OH:48])[C:43](=[O:45])[S:44][C:40]=2[CH:39]=1. (2) The reactants are: [C:1]([O:4][C@H:5]1[C@@H:9]([O:10][C:11](=[O:13])[CH3:12])[C@H:8]([N:14]2[CH:22]=[N:21][C:20]3[C:15]2=[N:16][C:17]([Cl:24])=[N:18][C:19]=3Cl)[O:7][C@@H:6]1[CH2:25][S:26][CH2:27][CH2:28][CH:29]([NH:34][C:35]([O:37][CH2:38][CH:39]1[C:51]2[CH:50]=[CH:49][CH:48]=[CH:47][C:46]=2[C:45]2[C:40]1=[CH:41][CH:42]=[CH:43][CH:44]=2)=[O:36])[C:30]([O:32][CH3:33])=[O:31])(=[O:3])[CH3:2].[C:52]([NH:59][CH2:60][CH2:61][NH2:62])([O:54][C:55]([CH3:58])([CH3:57])[CH3:56])=[O:53].C(N(CC)CC)C. Given the product [C:1]([O:4][C@H:5]1[C@@H:9]([O:10][C:11](=[O:13])[CH3:12])[C@H:8]([N:14]2[CH:22]=[N:21][C:20]3[C:15]2=[N:16][C:17]([Cl:24])=[N:18][C:19]=3[NH:62][CH2:61][CH2:60][NH:59][C:52]([O:54][C:55]([CH3:58])([CH3:57])[CH3:56])=[O:53])[O:7][C@@H:6]1[CH2:25][S:26][CH2:27][CH2:28][CH:29]([NH:34][C:35]([O:37][CH2:38][CH:39]1[C:51]2[CH:50]=[CH:49][CH:48]=[CH:47][C:46]=2[C:45]2[C:40]1=[CH:41][CH:42]=[CH:43][CH:44]=2)=[O:36])[C:30]([O:32][CH3:33])=[O:31])(=[O:3])[CH3:2], predict the reactants needed to synthesize it. (3) The reactants are: [CH3:1][NH:2][C:3]1[C:4]2[N:5]([CH:13]=[CH:14][N:15]=2)[C:6]2[C:11]([N:12]=1)=[CH:10][CH:9]=[CH:8][CH:7]=2.[Br:16]N1C(=O)CCC1=O. Given the product [Br:16][C:13]1[N:5]2[C:6]3[C:11]([N:12]=[C:3]([NH:2][CH3:1])[C:4]2=[N:15][CH:14]=1)=[CH:10][CH:9]=[CH:8][CH:7]=3, predict the reactants needed to synthesize it. (4) Given the product [F:1][C:2]1([F:24])[CH2:7][CH2:6][CH:5]([CH2:8][NH:9][C:10]([C:12]2[C:13]3[CH:14]=[CH:15][C:16]([N:29]4[CH2:30][C:27]([F:31])([F:26])[CH2:28]4)=[N:17][C:18]=3[CH:19]=[CH:20][C:21]=2[Cl:22])=[O:11])[CH2:4][CH2:3]1, predict the reactants needed to synthesize it. The reactants are: [F:1][C:2]1([F:24])[CH2:7][CH2:6][CH:5]([CH2:8][NH:9][C:10]([C:12]2[C:13]3[CH:14]=[CH:15][C:16](Cl)=[N:17][C:18]=3[CH:19]=[CH:20][C:21]=2[Cl:22])=[O:11])[CH2:4][CH2:3]1.Cl.[F:26][C:27]1([F:31])[CH2:30][NH:29][CH2:28]1.CCN(C(C)C)C(C)C. (5) The reactants are: [NH2:1][C:2]1[CH:7]=[N:6][C:5](Br)=[CH:4][N:3]=1.[CH2:9]([Sn](CCCC)(CCCC)CCCC)[CH:10]=[CH2:11].[Cl-].[Li+].C(N(CC)C(C)C)(C)C.[F-].[K+]. Given the product [CH2:11]([C:5]1[N:6]=[CH:7][C:2]([NH2:1])=[N:3][CH:4]=1)[CH:10]=[CH2:9], predict the reactants needed to synthesize it. (6) Given the product [CH2:3]=[CH2:4].[CH2:6]=[CH:7][CH3:8].[CH2:6]=[CH:7][CH2:8][CH3:9], predict the reactants needed to synthesize it. The reactants are: CC.[CH3:3][CH2:4]C.[CH3:6][CH2:7][CH2:8][CH3:9]. (7) The reactants are: [N:1]1[CH:6]=[CH:5][C:4]([C:7]2[CH:8]=[C:9]3[C:14](=[CH:15][CH:16]=2)[N:13]=[C:12]([NH2:17])[N:11]=[CH:10]3)=[CH:3][CH:2]=1.Br[C:19]1[CH:26]=[CH:25][C:22]([CH:23]=[O:24])=[CH:21][CH:20]=1.C([O-])([O-])=O.[Cs+].[Cs+].C1C=CC(P(C2C(C3C(P(C4C=CC=CC=4)C4C=CC=CC=4)=CC=C4C=3C=CC=C4)=C3C(C=CC=C3)=CC=2)C2C=CC=CC=2)=CC=1. Given the product [N:1]1[CH:2]=[CH:3][C:4]([C:7]2[CH:8]=[C:9]3[C:14](=[CH:15][CH:16]=2)[N:13]=[C:12]([NH:17][C:19]2[CH:26]=[CH:25][C:22]([CH:23]=[O:24])=[CH:21][CH:20]=2)[N:11]=[CH:10]3)=[CH:5][CH:6]=1, predict the reactants needed to synthesize it. (8) Given the product [Br:22][C:20]1[CH:19]=[CH:18][C:17]([OH:23])=[C:16]([C:12]2[CH2:13][CH2:14][CH2:15][C:11]=2[C:7]2[CH:6]=[C:5]([CH:10]=[CH:9][CH:8]=2)[C:4]([OH:25])=[O:3])[CH:21]=1, predict the reactants needed to synthesize it. The reactants are: C([O:3][C:4](=[O:25])[C:5]1[CH:10]=[CH:9][CH:8]=[C:7]([C:11]2[CH2:15][CH2:14][CH2:13][C:12]=2[C:16]2[CH:21]=[C:20]([Br:22])[CH:19]=[CH:18][C:17]=2[O:23]C)[CH:6]=1)C. (9) Given the product [Br:1][C:2]1[C:23]([Cl:24])=[CH:22][C:5](/[CH:6]=[CH:7]\[C:8]2[CH:13]=[CH:12][CH:11]=[CH:10][C:9]=2[NH:14][C:15](=[O:21])[O:16][C:17]([CH3:19])([CH3:20])[CH3:18])=[C:4]([CH:25]=[O:26])[CH:3]=1, predict the reactants needed to synthesize it. The reactants are: [Br:1][C:2]1[C:23]([Cl:24])=[CH:22][C:5](/[CH:6]=[CH:7]\[C:8]2[CH:13]=[CH:12][CH:11]=[CH:10][C:9]=2[NH:14][C:15](=[O:21])[O:16][C:17]([CH3:20])([CH3:19])[CH3:18])=[C:4]([CH2:25][OH:26])[CH:3]=1.C([O-])(O)=O.[Na+].CC(OI1(OC(C)=O)(OC(C)=O)OC(=O)C2C=CC=CC1=2)=O.